This data is from Forward reaction prediction with 1.9M reactions from USPTO patents (1976-2016). The task is: Predict the product of the given reaction. (1) Given the reactants [F:1][C:2]([F:6])([F:5])[CH2:3][OH:4].[H-].[Na+].Br.Cl[C:11]1[CH:12]=[CH:13][C:14]2[N:15]([C:17]([NH2:20])=[N:18][N:19]=2)[N:16]=1, predict the reaction product. The product is: [F:1][C:2]([F:6])([F:5])[CH2:3][O:4][C:11]1[CH:12]=[CH:13][C:14]2[N:15]([C:17]([NH2:20])=[N:18][N:19]=2)[N:16]=1. (2) The product is: [F:19][C:12]1[CH:13]=[CH:14][CH:15]=[C:16]([O:17][CH3:18])[C:11]=1[CH:2]1[N:1]([CH2:29][C:28]2[CH:31]=[CH:32][CH:33]=[C:26]([C:24]3[S:25][C:21]([CH3:20])=[CH:22][N:23]=3)[CH:27]=2)[C:5](=[O:7])[CH:4]([CH3:10])[CH2:3]1. Given the reactants [NH2:1][CH:2]([C:11]1[C:16]([O:17][CH3:18])=[CH:15][CH:14]=[CH:13][C:12]=1[F:19])[CH2:3][CH:4]([CH3:10])[C:5]([O:7]CC)=O.[CH3:20][C:21]1[S:25][C:24]([C:26]2[CH:27]=[C:28]([CH:31]=[CH:32][CH:33]=2)[CH:29]=O)=[N:23][CH:22]=1, predict the reaction product. (3) Given the reactants [F:1][C:2]1[CH:3]=[C:4]([C:8]2[S:9][C:10]([C:14]3[CH:18]=[C:17]([C:19](O)=[O:20])[N:16]([CH3:22])[N:15]=3)=[C:11]([CH3:13])[N:12]=2)[CH:5]=[N:6][CH:7]=1.[CH3:23][S:24]([NH2:27])(=[O:26])=[O:25].Cl.CN(C)CCCN=C=NCC, predict the reaction product. The product is: [F:1][C:2]1[CH:3]=[C:4]([C:8]2[S:9][C:10]([C:14]3[CH:18]=[C:17]([C:19]([NH:27][S:24]([CH3:23])(=[O:26])=[O:25])=[O:20])[N:16]([CH3:22])[N:15]=3)=[C:11]([CH3:13])[N:12]=2)[CH:5]=[N:6][CH:7]=1. (4) Given the reactants [F:1][C:2]1[CH:7]=[C:6]([I:8])[CH:5]=[CH:4][C:3]=1[NH:9][C:10]1[N:15]([CH3:16])[C:14](=[O:17])[N:13]([CH3:18])[C:12](=[O:19])[C:11]=1[C:20]([O:22]C1C=CC=CC=1)=O.[CH3:29][N:30]([CH3:32])[NH2:31], predict the reaction product. The product is: [F:1][C:2]1[CH:7]=[C:6]([I:8])[CH:5]=[CH:4][C:3]=1[NH:9][C:10]1[N:15]([CH3:16])[C:14](=[O:17])[N:13]([CH3:18])[C:12](=[O:19])[C:11]=1[C:20]([NH:31][N:30]([CH3:32])[CH3:29])=[O:22]. (5) Given the reactants [S:1]1[C:5]2[CH:6]=[CH:7][CH:8]=[CH:9][C:4]=2[N:3]=[C:2]1[O:10][C:11]1[CH:16]=[CH:15][C:14]([CH2:17][CH2:18][N:19]([CH2:24][CH:25]2[CH2:27][CH2:26]2)[CH2:20][CH2:21][CH2:22][NH2:23])=[CH:13][CH:12]=1.C(N(CC)CC)C.[C:35](OC(=O)C)(=[O:37])[CH3:36], predict the reaction product. The product is: [S:1]1[C:5]2[CH:6]=[CH:7][CH:8]=[CH:9][C:4]=2[N:3]=[C:2]1[O:10][C:11]1[CH:16]=[CH:15][C:14]([CH2:17][CH2:18][N:19]([CH2:24][CH:25]2[CH2:26][CH2:27]2)[CH2:20][CH2:21][CH2:22][NH:23][C:35](=[O:37])[CH3:36])=[CH:13][CH:12]=1. (6) Given the reactants Br[C:2]1[CH:7]=[C:6]([Cl:8])[C:5]([CH2:9][O:10][CH:11]2[CH2:16][CH2:15][CH2:14][CH2:13][CH2:12]2)=[CH:4][C:3]=1[F:17].C([Mg]Cl)(C)C.[C:23](O[C:23]([O:25][C:26]([CH3:29])([CH3:28])[CH3:27])=[O:24])([O:25][C:26]([CH3:29])([CH3:28])[CH3:27])=[O:24], predict the reaction product. The product is: [Cl:8][C:6]1[C:5]([CH2:9][O:10][CH:11]2[CH2:16][CH2:15][CH2:14][CH2:13][CH2:12]2)=[CH:4][C:3]([F:17])=[C:2]([CH:7]=1)[C:23]([O:25][C:26]([CH3:29])([CH3:28])[CH3:27])=[O:24]. (7) Given the reactants [Br:1][C:2]1[C:11]([S:12]([N:15]([CH2:21][C:22]2[CH:27]=[CH:26][C:25]([O:28][CH3:29])=[CH:24][CH:23]=2)[C:16]2[S:17][CH:18]=[CH:19][N:20]=2)(=[O:14])=[O:13])=[CH:10][C:5]2[O:6][CH2:7][CH2:8][NH:9][C:4]=2[CH:3]=1.Br[C:31]1[CH:36]=[CH:35][C:34]([C:37]([F:40])([F:39])[F:38])=[CH:33][C:32]=1[O:41][CH3:42].CC1(C)C2C(=C(P(C3C=CC=CC=3)C3C=CC=CC=3)C=CC=2)OC2C(P(C3C=CC=CC=3)C3C=CC=CC=3)=CC=CC1=2.C(=O)([O-])[O-].[Cs+].[Cs+], predict the reaction product. The product is: [Br:1][C:2]1[C:11]([S:12]([N:15]([CH2:21][C:22]2[CH:27]=[CH:26][C:25]([O:28][CH3:29])=[CH:24][CH:23]=2)[C:16]2[S:17][CH:18]=[CH:19][N:20]=2)(=[O:14])=[O:13])=[CH:10][C:5]2[O:6][CH2:7][CH2:8][N:9]([C:31]3[CH:36]=[CH:35][C:34]([C:37]([F:40])([F:39])[F:38])=[CH:33][C:32]=3[O:41][CH3:42])[C:4]=2[CH:3]=1. (8) Given the reactants Cl[C:2]1[N:7]=[C:6]([C:8]2[CH:17]=[CH:16][CH:15]=[C:14]3[C:9]=2[CH:10]=[CH:11][CH:12]=[C:13]3[N:18]([CH2:30][C:31]([O:33][C:34]([CH3:37])([CH3:36])[CH3:35])=[O:32])[S:19]([C:22]2[CH:27]=[C:26]([Cl:28])[CH:25]=[C:24]([Cl:29])[CH:23]=2)(=[O:21])=[O:20])[CH:5]=[CH:4][N:3]=1.[NH:38]1[CH2:43][CH2:42][O:41][CH2:40][CH2:39]1.C(N(C(C)C)CC)(C)C, predict the reaction product. The product is: [Cl:28][C:26]1[CH:27]=[C:22]([S:19]([N:18]([CH2:30][C:31]([O:33][C:34]([CH3:36])([CH3:37])[CH3:35])=[O:32])[C:13]2[C:14]3[C:9](=[C:8]([C:6]4[CH:5]=[CH:4][N:3]=[C:2]([N:38]5[CH2:43][CH2:42][O:41][CH2:40][CH2:39]5)[N:7]=4)[CH:17]=[CH:16][CH:15]=3)[CH:10]=[CH:11][CH:12]=2)(=[O:21])=[O:20])[CH:23]=[C:24]([Cl:29])[CH:25]=1.